This data is from Forward reaction prediction with 1.9M reactions from USPTO patents (1976-2016). The task is: Predict the product of the given reaction. (1) Given the reactants [F:1][C:2]([C:14]1[CH:19]=[CH:18][C:17]([NH2:20])=[CH:16][CH:15]=1)([C:10]([F:13])([F:12])[F:11])[C:3]([F:9])([F:8])[C:4]([F:7])([F:6])[F:5].[Cl:21]N1C(=O)CCC1=O, predict the reaction product. The product is: [Cl:21][C:16]1[CH:15]=[C:14]([C:2]([F:1])([C:10]([F:11])([F:12])[F:13])[C:3]([F:9])([F:8])[C:4]([F:7])([F:6])[F:5])[CH:19]=[CH:18][C:17]=1[NH2:20]. (2) Given the reactants [NH2:1][CH:2]1[CH2:7][C@@H:6]([C:8]2[C:13]([F:14])=[CH:12][CH:11]=[C:10]([F:15])[C:9]=2[F:16])[C@@H:5]([CH3:17])[N:4]([CH2:18][C:19]([F:22])([F:21])[F:20])[C:3]1=[O:23].[NH:24]1[C:32]2[C:27](=[CH:28][CH:29]=[CH:30][CH:31]=2)[CH:26]=[C:25]1[C:33]([OH:35])=[O:34], predict the reaction product. The product is: [NH:24]1[C:32]2[C:27](=[CH:28][CH:29]=[CH:30][CH:31]=2)[CH:26]=[C:25]1[C:33]([O-:35])=[O:34].[CH3:17][C@H:5]1[N:4]([CH2:18][C:19]([F:20])([F:22])[F:21])[C:3](=[O:23])[C@@H:2]([NH3+:1])[CH2:7][C@H:6]1[C:8]1[C:13]([F:14])=[CH:12][CH:11]=[C:10]([F:15])[C:9]=1[F:16]. (3) Given the reactants [C:1]([O:5][C:6]([N:8]1[CH2:13][CH2:12][N:11]([C:14]([C:16]2[C:20]3=[N:21][CH:22]=[CH:23][CH:24]=[C:19]3[N:18]([C:25]3[CH:30]=[CH:29][CH:28]=[CH:27][CH:26]=3)[C:17]=2Cl)=[O:15])[CH2:10][CH2:9]1)=[O:7])([CH3:4])([CH3:3])[CH3:2].[CH3:32][C:33]1[CH:38]=[CH:37][CH:36]=[C:35]([CH3:39])[C:34]=1[OH:40], predict the reaction product. The product is: [C:1]([O:5][C:6]([N:8]1[CH2:13][CH2:12][N:11]([C:14]([C:16]2[C:20]3=[N:21][CH:22]=[CH:23][CH:24]=[C:19]3[N:18]([C:25]3[CH:30]=[CH:29][CH:28]=[CH:27][CH:26]=3)[C:17]=2[O:40][C:34]2[C:35]([CH3:39])=[CH:36][CH:37]=[CH:38][C:33]=2[CH3:32])=[O:15])[CH2:10][CH2:9]1)=[O:7])([CH3:4])([CH3:3])[CH3:2]. (4) Given the reactants [F:1][C:2]1[CH:21]=[CH:20][C:5]2[S:6][C:7]3[CH:19]=[CH:18][CH:17]=[CH:16][C:8]=3[C:9]3[S:10][C:11]([CH2:14][OH:15])=[N:12][C:13]=3[C:4]=2[CH:3]=1.Cl.[CH3:23][N:24]([CH3:29])[CH2:25][CH2:26][CH2:27]Cl, predict the reaction product. The product is: [F:1][C:2]1[CH:21]=[CH:20][C:5]2[S:6][C:7]3[CH:19]=[CH:18][CH:17]=[CH:16][C:8]=3[C:9]3[S:10][C:11]([CH2:14][O:15][CH2:27][CH2:26][CH2:25][N:24]([CH3:29])[CH3:23])=[N:12][C:13]=3[C:4]=2[CH:3]=1. (5) Given the reactants [C:1]1([CH:9]=[C:7]([OH:8])[CH:6]=[C:4]([OH:5])[CH:3]=1)[OH:2].OS(C(F)(F)F)(=O)=O, predict the reaction product. The product is: [OH:2][C:1]1[C:9]2[C:4]([CH2:6][CH3:7])=[CH:3][C:1](=[O:2])[O:8][C:7]=2[CH:6]=[C:4]([OH:5])[CH:3]=1. (6) Given the reactants [CH2:1]([O:5][CH2:6][CH2:7][O:8][C:9]1[CH:14]=[CH:13][C:12]([C:15]2[CH:16]=[CH:17][C:18]3[NH:24][CH2:23][CH2:22][C:21]([C:25]([NH:27][C:28]4[CH:33]=[CH:32][C:31]([C@H:34]([OH:42])[C:35]5[CH:40]=[CH:39][CH:38]=[CH:37][N+:36]=5[O-:41])=[CH:30][CH:29]=4)=[O:26])=[CH:20][C:19]=3[CH:43]=2)=[CH:11][CH:10]=1)[CH2:2][CH2:3][CH3:4].[CH:44](=O)[C:45]1[CH:50]=[CH:49][CH:48]=[CH:47][CH:46]=1.C(O[BH-](OC(=O)C)OC(=O)C)(=O)C.[Na+].C(O)(=O)C, predict the reaction product. The product is: [CH2:44]([N:24]1[C:18]2[CH:17]=[CH:16][C:15]([C:12]3[CH:11]=[CH:10][C:9]([O:8][CH2:7][CH2:6][O:5][CH2:1][CH2:2][CH2:3][CH3:4])=[CH:14][CH:13]=3)=[CH:43][C:19]=2[CH:20]=[C:21]([C:25]([NH:27][C:28]2[CH:29]=[CH:30][C:31]([C@H:34]([OH:42])[C:35]3[CH:40]=[CH:39][CH:38]=[CH:37][N+:36]=3[O-:41])=[CH:32][CH:33]=2)=[O:26])[CH2:22][CH2:23]1)[C:45]1[CH:50]=[CH:49][CH:48]=[CH:47][CH:46]=1. (7) The product is: [CH2:9]([O:11][C:12](=[O:40])[C:13]([O:32][C:33]1[CH:38]=[CH:37][CH:36]=[CH:35][C:34]=1[F:39])([CH3:31])[CH2:14][C:15]1[CH:20]=[CH:19][C:18]([O:21][CH2:22][CH2:23][CH:24]2[CH2:28][N:27]([CH2:1][C:2]3[CH:7]=[CH:6][CH:5]=[CH:4][CH:3]=3)[C:26](=[O:29])[N:25]2[CH3:30])=[CH:17][CH:16]=1)[CH3:10]. Given the reactants [CH2:1](Br)[C:2]1[CH:7]=[CH:6][CH:5]=[CH:4][CH:3]=1.[CH2:9]([O:11][C:12](=[O:40])[C:13]([O:32][C:33]1[CH:38]=[CH:37][CH:36]=[CH:35][C:34]=1[F:39])([CH3:31])[CH2:14][C:15]1[CH:20]=[CH:19][C:18]([O:21][CH2:22][CH2:23][CH:24]2[CH2:28][NH:27][C:26](=[O:29])[N:25]2[CH3:30])=[CH:17][CH:16]=1)[CH3:10].[H-].[Na+], predict the reaction product. (8) Given the reactants C(OC([N:8]1[CH2:17][CH2:16][C:15]2[C:11](=[C:12](OS(C(F)(F)F)(=O)=O)[N:13]([CH2:18][CH3:19])[N:14]=2)[CH2:10][CH2:9]1)=O)(C)(C)C.[F:28][C:29]1[CH:34]=[CH:33][CH:32]=[CH:31][C:30]=1B(O)O, predict the reaction product. The product is: [CH2:18]([N:13]1[C:12]([C:30]2[CH:31]=[CH:32][CH:33]=[CH:34][C:29]=2[F:28])=[C:11]2[C:15]([CH2:16][CH2:17][NH:8][CH2:9][CH2:10]2)=[N:14]1)[CH3:19].